This data is from Forward reaction prediction with 1.9M reactions from USPTO patents (1976-2016). The task is: Predict the product of the given reaction. (1) The product is: [C:28]([CH:31]([N:11]([C:9](=[O:10])[NH:8][CH2:1][C:2]1[CH:7]=[CH:6][CH:5]=[CH:4][CH:3]=1)[NH2:12])[C:22]([OH:25])=[O:23])([CH3:13])([CH3:30])[CH3:29]. Given the reactants [CH2:1]([NH:8][C:9]([NH:11][NH2:12])=[O:10])[C:2]1[CH:7]=[CH:6][CH:5]=[CH:4][CH:3]=1.[CH:13](N(C(C)C)CC)(C)C.[C:22]([O-:25])([O-])=[O:23].[K+].[K+].[C:28](OC(=O)CBr)([CH3:31])([CH3:30])[CH3:29], predict the reaction product. (2) Given the reactants [CH3:1][C:2]1[C:7](=[O:8])[C@@H:6]([OH:9])[CH2:5][C:4]([CH3:11])([CH3:10])[C:3]=1/[CH:12]=[CH:13]/[C:14](/[CH3:44])=[CH:15]/[CH:16]=[CH:17]/[C:18](/[CH3:43])=[CH:19]/[CH:20]=[CH:21]/[CH:22]=[C:23](\[CH3:42])/[CH:24]=[CH:25]/[CH:26]=[C:27](\[CH3:41])/[CH:28]=[CH:29]/[C:30]1[C:36]([CH3:38])([CH3:37])[CH2:35][C@H:34]([OH:39])[C:32](=[O:33])[C:31]=1[CH3:40].[CH2:45]([OH:121])[C@H:46]1[O:51][C@@H:50]2[O:52][C@H:53]3[C@H:58]([OH:59])[C@@H:57]([OH:60])[C@@H:56]([O:61][C@H:62]4[C@H:67]([OH:68])[C@@H:66]([OH:69])[C@@H:65]([O:70][C@H:71]5[C@H:76]([OH:77])[C@@H:75]([OH:78])[C@@H:74]([O:79][C@H:80]6[C@H:85]([OH:86])[C@@H:84]([OH:87])[C@@H:83]([O:88][C@H:89]7[C@H:94]([OH:95])[C@@H:93]([OH:96])[C@@H:92]([O:97][C@H:98]8[C@H:104]([OH:105])[C@@H:103]([OH:106])[C@@H:101]([O:102][C@H:47]1[C@H:48]([OH:120])[C@H:49]2[OH:119])[O:100][C@@H:99]8[CH2:107][OH:108])[O:91][C@@H:90]7[CH2:109][OH:110])[O:82][C@@H:81]6[CH2:111][OH:112])[O:73][C@@H:72]5[CH2:113][OH:114])[O:64][C@@H:63]4[CH2:115][OH:116])[O:55][C@@H:54]3[CH2:117][OH:118].[NH2:122][CH2:123][C:124]([OH:126])=[O:125], predict the reaction product. The product is: [CH3:40][C:31]1[C:32](=[O:33])[C@@H:34]([OH:39])[CH2:35][C:36]([CH3:37])([CH3:38])[C:30]=1/[CH:29]=[CH:28]/[C:27](/[CH3:41])=[CH:26]/[CH:25]=[CH:24]/[C:23](/[CH3:42])=[CH:22]/[CH:21]=[CH:20]/[CH:19]=[C:18](\[CH3:43])/[CH:17]=[CH:16]/[CH:15]=[C:14](\[CH3:44])/[CH:13]=[CH:12]/[C:3]1[C:4]([CH3:11])([CH3:10])[CH2:5][C@H:6]([OH:9])[C:7](=[O:8])[C:2]=1[CH3:1].[CH2:111]([OH:112])[C@H:81]1[O:82][C@@H:83]2[O:88][C@H:89]3[C@H:94]([OH:95])[C@@H:93]([OH:96])[C@@H:92]([O:97][C@H:98]4[C@H:104]([OH:105])[C@@H:103]([OH:106])[C@@H:101]([O:102][C@H:47]5[C@H:48]([OH:120])[C@@H:49]([OH:119])[C@@H:50]([O:52][C@H:53]6[C@H:58]([OH:59])[C@@H:57]([OH:60])[C@@H:56]([O:61][C@H:62]7[C@H:67]([OH:68])[C@@H:66]([OH:69])[C@@H:65]([O:70][C@H:71]8[C@H:76]([OH:77])[C@@H:75]([OH:78])[C@@H:74]([O:79][C@H:80]1[C@H:85]([OH:86])[C@H:84]2[OH:87])[O:73][C@@H:72]8[CH2:113][OH:114])[O:64][C@@H:63]7[CH2:115][OH:116])[O:55][C@@H:54]6[CH2:117][OH:118])[O:51][C@@H:46]5[CH2:45][OH:121])[O:100][C@@H:99]4[CH2:107][OH:108])[O:91][C@@H:90]3[CH2:109][OH:110].[NH2:122][CH2:123][C:124]([OH:126])=[O:125].[CH3:40][C:31]1[C:32](=[O:33])[C@@H:34]([OH:39])[CH2:35][C:36]([CH3:37])([CH3:38])[C:30]=1/[CH:29]=[CH:28]/[C:27](/[CH3:41])=[CH:26]/[CH:25]=[CH:24]/[C:23](/[CH3:42])=[CH:22]/[CH:21]=[CH:20]/[CH:19]=[C:18](\[CH3:43])/[CH:17]=[CH:16]/[CH:15]=[C:14](\[CH3:44])/[CH:13]=[CH:12]/[C:3]1[C:4]([CH3:11])([CH3:10])[CH2:5][C@H:6]([OH:9])[C:7](=[O:8])[C:2]=1[CH3:1]. (3) Given the reactants [Cl:1][C:2]1[CH:8]=[C:7]([O:9][C:10]2[C:19]3[C:14](=[CH:15][C:16]([O:22][CH3:23])=[C:17]([O:20][CH3:21])[CH:18]=3)[N:13]=[CH:12][N:11]=2)[CH:6]=[CH:5][C:3]=1[NH2:4].[F:24][C:25]1[CH:30]=[C:29]([F:31])[CH:28]=[CH:27][C:26]=1[N:32]=[C:33]=[O:34].CCOCC, predict the reaction product. The product is: [Cl:1][C:2]1[CH:8]=[C:7]([O:9][C:10]2[C:19]3[C:14](=[CH:15][C:16]([O:22][CH3:23])=[C:17]([O:20][CH3:21])[CH:18]=3)[N:13]=[CH:12][N:11]=2)[CH:6]=[CH:5][C:3]=1[NH:4][C:33]([NH:32][C:26]1[CH:27]=[CH:28][C:29]([F:31])=[CH:30][C:25]=1[F:24])=[O:34]. (4) Given the reactants [CH3:1][O:2][C:3]([C:5]1[CH:20]=[CH:19][C:8]2[N:9]=[C:10]([C:12]3[CH:17]=[CH:16][CH:15]=[C:14]([NH2:18])[CH:13]=3)[O:11][C:7]=2[CH:6]=1)=[O:4].[CH:21]1[C:26]([C:27]([OH:29])=[O:28])=[CH:25][C:24]2[C:30]([O:32][C:33](=O)[C:23]=2[CH:22]=1)=[O:31], predict the reaction product. The product is: [CH3:1][O:2][C:3]([C:5]1[CH:20]=[CH:19][C:8]2[N:9]=[C:10]([C:12]3[CH:17]=[CH:16][CH:15]=[C:14]([N:18]4[C:30](=[O:31])[C:24]5[C:23](=[CH:22][CH:21]=[C:26]([C:27]([OH:29])=[O:28])[CH:25]=5)[C:33]4=[O:32])[CH:13]=3)[O:11][C:7]=2[CH:6]=1)=[O:4]. (5) Given the reactants [F:1][CH:2]([F:28])[C:3]1[N:7]([C:8]2[CH:13]=[C:12]([N:14]3[CH2:19][CH2:18][O:17][CH2:16][CH2:15]3)[N:11]=[C:10](S(C)(=O)=O)[N:9]=2)[C:6]2[CH:24]=[CH:25][CH:26]=[CH:27][C:5]=2[N:4]=1.[C@H:29]1([NH2:36])[CH2:34][CH2:33][C@H:32]([NH2:35])[CH2:31][CH2:30]1.C(=O)([O-])[O-].[K+].[K+].O, predict the reaction product. The product is: [F:1][CH:2]([F:28])[C:3]1[N:7]([C:8]2[CH:13]=[C:12]([N:14]3[CH2:19][CH2:18][O:17][CH2:16][CH2:15]3)[N:11]=[C:10]([NH:35][C@H:32]3[CH2:33][CH2:34][C@H:29]([NH2:36])[CH2:30][CH2:31]3)[N:9]=2)[C:6]2[CH:24]=[CH:25][CH:26]=[CH:27][C:5]=2[N:4]=1. (6) Given the reactants [N:1]1([C:7]2[CH:8]=[C:9]3[CH:15]=[CH:14][NH:13][C:10]3=[CH:11][N:12]=2)[CH2:6][CH2:5][NH:4][CH2:3][CH2:2]1.Br[CH2:17][CH2:18][C@H:19]1[C:27]2[C:22](=[CH:23][CH:24]=[CH:25][CH:26]=2)[N:21]([C:28]([NH2:30])=[O:29])[CH2:20]1, predict the reaction product. The product is: [NH:13]1[C:10]2=[CH:11][N:12]=[C:7]([N:1]3[CH2:2][CH2:3][N:4]([CH2:17][CH2:18][C@H:19]4[C:27]5[C:22](=[CH:23][CH:24]=[CH:25][CH:26]=5)[N:21]([C:28]([NH2:30])=[O:29])[CH2:20]4)[CH2:5][CH2:6]3)[CH:8]=[C:9]2[CH:15]=[CH:14]1. (7) Given the reactants [C:1]([C:9]1[C:18]2[C:13](=[CH:14][C:15]([O:19][CH3:20])=[CH:16][CH:17]=2)[CH:12]=[C:11](CC(O)=O)[CH:10]=1)(=[O:8])[C:2]1[CH:7]=[CH:6][CH:5]=[CH:4][CH:3]=1.[CH2:25]([NH:27][C:28]1[S:29][CH:30]=[CH:31][N:32]=1)[CH3:26].F[P-](F)(F)(F)(F)F.N1([O:49][P+](N(C)C)(N(C)C)N(C)C)C2C=CC=CC=2N=N1.CCN([CH:66]([CH3:68])C)C(C)C, predict the reaction product. The product is: [C:1]([C:9]1[C:18]2[C:13](=[CH:14][C:15]([O:19][CH3:20])=[CH:16][CH:17]=2)[CH:12]=[C:11]([CH2:26][C:25]([N:27]([CH2:66][CH3:68])[C:28]2[S:29][CH:30]=[CH:31][N:32]=2)=[O:49])[CH:10]=1)(=[O:8])[C:2]1[CH:7]=[CH:6][CH:5]=[CH:4][CH:3]=1. (8) Given the reactants C([O:3][C:4]([C:6]1[CH:10]=[C:9]([C:11]2[CH:16]=[CH:15][N:14]=[C:13](/[CH:17]=[CH:18]/[C:19]3[CH:24]=[CH:23][CH:22]=[CH:21][CH:20]=3)[CH:12]=2)[NH:8][C:7]=1[CH:25]([CH3:27])[CH3:26])=[O:5])C.[OH-].[Na+].Cl, predict the reaction product. The product is: [CH:25]([C:7]1[NH:8][C:9]([C:11]2[CH:16]=[CH:15][N:14]=[C:13](/[CH:17]=[CH:18]/[C:19]3[CH:20]=[CH:21][CH:22]=[CH:23][CH:24]=3)[CH:12]=2)=[CH:10][C:6]=1[C:4]([OH:5])=[O:3])([CH3:27])[CH3:26].